Dataset: Reaction yield outcomes from USPTO patents with 853,638 reactions. Task: Predict the reaction yield, written as a fraction of the theoretical maximum amount of product (1.0 means a 100% yield; for example, 0.34 means a 34% yield). (1) The reactants are [CH3:1][NH:2][CH3:3].Br[CH:5]1[CH:11]([OH:12])[CH2:10][CH:9]2[CH:6]1[CH2:7][CH2:8]2.C1C[O:16]CC1. The catalyst is CC(C)=O. The product is [CH3:1][N:2]([CH3:3])[CH:9]1[CH:10]2[CH:11]([OH:12])[CH2:5][CH:6]1[C:7](=[O:16])[CH2:8]2. The yield is 0.910. (2) The reactants are [F:1][C:2]1[CH:3]=[CH:4][C:5]([CH3:36])=[C:6]([CH:35]=1)[O:7][CH2:8][C:9]1[C:10]([C:23]2[CH:28]=[C:27]([C:29]([O:31]C)=[O:30])[CH:26]=[CH:25][C:24]=2[O:33][CH3:34])=[CH:11][CH:12]=[C:13]2[C:18]=1[N:17]([CH3:19])[C:16](=[O:20])[C:15]([CH3:22])([CH3:21])[NH:14]2.C(OCC)(=O)C.Cl. The catalyst is O1CCCC1.CO.[OH-].[Na+]. The product is [C:29]([C:27]1[CH:26]=[CH:25][C:24]([O:33][CH3:34])=[C:23]([C:10]2[C:9]([CH2:8][O:7][C:6]3[CH:35]=[C:2]([F:1])[CH:3]=[CH:4][C:5]=3[CH3:36])=[C:18]3[C:13]([NH:14][C:15]([CH3:22])([CH3:21])[C:16](=[O:20])[N:17]3[CH3:19])=[CH:12][CH:11]=2)[CH:28]=1)([OH:31])=[O:30]. The yield is 0.420. (3) The product is [CH:19]([C:9]1[N:8]=[C:2]([C:3]([O:5][CH2:6][CH3:7])=[O:4])[N:11]2[CH:12]=[CH:13][CH:14]=[CH:15][C:10]=12)=[O:20]. The catalyst is O=P(Cl)(Cl)Cl. The reactants are O=[C:2]([NH:8][CH2:9][C:10]1[CH:15]=[CH:14][CH:13]=[CH:12][N:11]=1)[C:3]([O:5][CH2:6][CH3:7])=[O:4].CN([CH:19]=[O:20])C. The yield is 0.650. (4) The yield is 0.160. The catalyst is C(O)C. The product is [CH:18]([OH:20])=[O:19].[NH:26]1[C:34]2=[N:33][CH:32]=[CH:31][CH:30]=[C:29]2[C:28]([CH:35]=[C:15]2[O:14][C:13]([NH:12][C:9]3[CH:10]=[CH:11][C:6]([O:5][CH2:4][CH2:3][N:2]([CH3:1])[CH3:25])=[CH:7][C:8]=3[CH3:24])=[C:17]([C:18]([O:20][CH2:21][CH3:22])=[O:19])[C:16]2=[O:23])=[CH:27]1. The reactants are [CH3:1][N:2]([CH3:25])[CH2:3][CH2:4][O:5][C:6]1[CH:11]=[CH:10][C:9]([NH:12][C:13]2[O:14][CH2:15][C:16](=[O:23])[C:17]=2[C:18]([O:20][CH2:21][CH3:22])=[O:19])=[C:8]([CH3:24])[CH:7]=1.[NH:26]1[C:34]2[C:29](=[CH:30][CH:31]=[CH:32][N:33]=2)[C:28]([CH:35]=O)=[CH:27]1.N1CCCCC1.